From a dataset of Forward reaction prediction with 1.9M reactions from USPTO patents (1976-2016). Predict the product of the given reaction. (1) The product is: [F:28][C:29]1[CH:30]=[CH:31][C:32]([CH2:33][O:34][CH2:35][C:36]([NH:38][CH2:39][C:40]#[C:41][C:2]2[CH:3]=[CH:4][C:5]([S:8]([NH:11][C:12]3[CH:17]=[CH:16][C:15]([NH:18][C:19](=[O:25])[O:20][C:21]([CH3:23])([CH3:24])[CH3:22])=[C:14]([O:26][CH3:27])[CH:13]=3)(=[O:10])=[O:9])=[CH:6][CH:7]=2)=[O:37])=[CH:42][CH:43]=1. Given the reactants I[C:2]1[CH:7]=[CH:6][C:5]([S:8]([NH:11][C:12]2[CH:17]=[CH:16][C:15]([NH:18][C:19](=[O:25])[O:20][C:21]([CH3:24])([CH3:23])[CH3:22])=[C:14]([O:26][CH3:27])[CH:13]=2)(=[O:10])=[O:9])=[CH:4][CH:3]=1.[F:28][C:29]1[CH:43]=[CH:42][C:32]([CH2:33][O:34][CH2:35][C:36]([NH:38][CH2:39][C:40]#[CH:41])=[O:37])=[CH:31][CH:30]=1.C(N(CC)CC)C.FC1C=CC(COCC(NCC#CC2C=CC(S(=O)(=O)NC3C=C(OC)C(OC)=C(OC)C=3)=CC=2)=O)=CC=1, predict the reaction product. (2) Given the reactants [C:1]([C:4]1[C:5](=[O:15])[O:6][C:7]2[C:12]([CH:13]=1)=[CH:11][CH:10]=[C:9]([OH:14])[CH:8]=2)(=[O:3])[CH3:2].[CH2:16](O)[CH2:17][OH:18].C1(P(C2C=CC=CC=2)C2C=CC=CC=2)C=CC=CC=1.C(N(CC)CC)C.N(C(OC(C)C)=O)=NC(OC(C)C)=O, predict the reaction product. The product is: [C:1]([C:4]1[C:5](=[O:15])[O:6][C:7]2[C:12]([CH:13]=1)=[CH:11][CH:10]=[C:9]([O:14][CH2:16][CH2:17][OH:18])[CH:8]=2)(=[O:3])[CH3:2].